This data is from Catalyst prediction with 721,799 reactions and 888 catalyst types from USPTO. The task is: Predict which catalyst facilitates the given reaction. (1) Reactant: [CH3:1][C:2]1[CH:3]=[C:4]([CH:8]=[C:9]([CH3:11])[CH:10]=1)[C:5]([NH2:7])=O.S(Cl)(Cl)=O.CN(C=O)C.[OH-].[Na+]. Product: [CH3:1][C:2]1[CH:3]=[C:4]([CH:8]=[C:9]([CH3:11])[CH:10]=1)[C:5]#[N:7]. The catalyst class is: 48. (2) Reactant: [C:1]([O:5][C:6]([N:8]1[CH2:13][CH2:12][CH:11]([N:14]2[CH:18]=[C:17]([C:19]3[CH:20]=[N:21][C:22]([NH2:34])=[C:23](B4OC(C)(C)C(C)(C)O4)[CH:24]=3)[CH:16]=[N:15]2)[CH2:10][CH2:9]1)=[O:7])([CH3:4])([CH3:3])[CH3:2].[CH3:35][C:36]1[C:45]2[C:40](=[CH:41][CH:42]=[CH:43][CH:44]=2)[CH:39]=[N:38][C:37]=1OS(C(F)(F)F)(=O)=O.O1CCOCC1.C([O-])([O-])=O.[Cs+].[Cs+].O. Product: [C:1]([O:5][C:6]([N:8]1[CH2:13][CH2:12][CH:11]([N:14]2[CH:18]=[C:17]([C:19]3[CH:20]=[N:21][C:22]([NH2:34])=[C:23]([C:37]4[N:38]=[CH:39][C:40]5[C:45]([C:36]=4[CH3:35])=[CH:44][CH:43]=[CH:42][CH:41]=5)[CH:24]=3)[CH:16]=[N:15]2)[CH2:10][CH2:9]1)=[O:7])([CH3:4])([CH3:2])[CH3:3]. The catalyst class is: 73. (3) Reactant: [CH3:1][C:2]1[CH:3]=[C:4]([C:24]#[C:25][CH2:26][N:27]2[CH2:32][CH2:31][N:30]([CH3:33])[CH2:29][CH2:28]2)[CH:5]=[C:6]2[C:10]=1[C:9](=[O:11])[N:8]([CH2:12][C:13]1[CH:18]=[CH:17][C:16]([O:19][C:20]([F:23])([F:22])[F:21])=[CH:15][CH:14]=1)[CH2:7]2.[H][H].C(Cl)(Cl)Cl.CO. Product: [CH3:1][C:2]1[CH:3]=[C:4]([CH2:24][CH2:25][CH2:26][N:27]2[CH2:32][CH2:31][N:30]([CH3:33])[CH2:29][CH2:28]2)[CH:5]=[C:6]2[C:10]=1[C:9](=[O:11])[N:8]([CH2:12][C:13]1[CH:18]=[CH:17][C:16]([O:19][C:20]([F:23])([F:21])[F:22])=[CH:15][CH:14]=1)[CH2:7]2. The catalyst class is: 178. (4) Reactant: [CH3:1][O:2][C:3]1[CH:4]=[C:5]([NH:32][C:33](=[O:35])[CH3:34])[CH:6]=[CH:7][C:8]=1/[CH:9]=[CH:10]/[S:11]([N:14]1[CH2:31][CH2:30][C:17]2([N:21]=[C:20]([CH:22]3[CH2:27][CH2:26][CH:25]([CH3:28])[CH2:24][CH2:23]3)[NH:19][C:18]2=[O:29])[CH2:16][CH2:15]1)(=[O:13])=[O:12].[H][H]. Product: [CH3:1][O:2][C:3]1[CH:4]=[C:5]([NH:32][C:33](=[O:35])[CH3:34])[CH:6]=[CH:7][C:8]=1[CH2:9][CH2:10][S:11]([N:14]1[CH2:15][CH2:16][C:17]2([N:21]=[C:20]([CH:22]3[CH2:23][CH2:24][CH:25]([CH3:28])[CH2:26][CH2:27]3)[NH:19][C:18]2=[O:29])[CH2:30][CH2:31]1)(=[O:13])=[O:12]. The catalyst class is: 5. (5) Reactant: Br[C:2]1[CH:11]=[CH:10][C:9]([N+:12]([O-])=O)=[C:8]2[C:3]=1[CH:4]=[CH:5][N:6]=[CH:7]2. Product: [NH2:12][C:9]1[CH:10]=[CH:11][CH:2]=[C:3]2[C:8]=1[CH:7]=[N:6][CH:5]=[CH:4]2. The catalyst class is: 19. (6) Reactant: C[O:2][C:3](=[O:43])[CH2:4][CH2:5][NH:6][C:7](=[O:42])[CH2:8][C:9]1[CH:10]=[C:11]([CH:17]=[CH:18][C:19]=1[O:20][CH2:21][CH2:22][CH2:23][C:24]1[CH:29]=[CH:28][C:27]([O:30][CH2:31][CH2:32][CH2:33][CH2:34][O:35][C:36]2[CH:41]=[CH:40][CH:39]=[CH:38][CH:37]=2)=[CH:26][CH:25]=1)[C:12]([O:14]CC)=[O:13].[OH-].[K+].Cl. Product: [C:3]([CH2:4][CH2:5][NH:6][C:7](=[O:42])[CH2:8][C:9]1[CH:10]=[C:11]([CH:17]=[CH:18][C:19]=1[O:20][CH2:21][CH2:22][CH2:23][C:24]1[CH:25]=[CH:26][C:27]([O:30][CH2:31][CH2:32][CH2:33][CH2:34][O:35][C:36]2[CH:41]=[CH:40][CH:39]=[CH:38][CH:37]=2)=[CH:28][CH:29]=1)[C:12]([OH:14])=[O:13])([OH:43])=[O:2]. The catalyst class is: 364. (7) Reactant: N[C:2]1[CH:7]=[CH:6][C:5]([S:8][CH2:9][C:10]2[CH:15]=[CH:14][CH:13]=[CH:12][CH:11]=2)=[CH:4][C:3]=1/[CH:16]=[CH:17]/[C:18]([O:20][CH2:21][CH3:22])=[O:19].O.C1(C)C=CC(S(O)(=O)=O)=CC=1.N([O-])=O.[Na+].[I-:39].[K+]. Product: [CH2:21]([O:20][C:18](=[O:19])[CH:17]=[CH:16][C:3]1[CH:4]=[C:5]([S:8][CH2:9][C:10]2[CH:15]=[CH:14][CH:13]=[CH:12][CH:11]=2)[CH:6]=[CH:7][C:2]=1[I:39])[CH3:22]. The catalyst class is: 744.